This data is from Forward reaction prediction with 1.9M reactions from USPTO patents (1976-2016). The task is: Predict the product of the given reaction. Given the reactants [CH3:1][O:2][C:3]1[CH:4]=[CH:5][C:6]([CH2:17][C:18](=[O:22])[CH:19]([CH3:21])[CH3:20])=[C:7]([NH:9][C:10](=[O:16])[O:11][C:12]([CH3:15])([CH3:14])[CH3:13])[CH:8]=1.[H-].[Na+].Cl[CH2:26][C:27]1[N:32]=[C:31]([C:33]#[N:34])[CH:30]=[CH:29][CH:28]=1.[Cl-].[NH4+], predict the reaction product. The product is: [C:33]([C:31]1[N:32]=[C:27]([CH2:26][CH:17]([C:6]2[CH:5]=[CH:4][C:3]([O:2][CH3:1])=[CH:8][C:7]=2[NH:9][C:10](=[O:16])[O:11][C:12]([CH3:15])([CH3:14])[CH3:13])[C:18](=[O:22])[CH:19]([CH3:20])[CH3:21])[CH:28]=[CH:29][CH:30]=1)#[N:34].